This data is from Full USPTO retrosynthesis dataset with 1.9M reactions from patents (1976-2016). The task is: Predict the reactants needed to synthesize the given product. Given the product [O:1]1[C:5]2[CH:6]=[CH:7][C:8]([CH:10]([OH:12])[CH3:11])=[CH:9][C:4]=2[O:3][CH2:2]1, predict the reactants needed to synthesize it. The reactants are: [O:1]1[C:5]2[CH:6]=[CH:7][C:8]([C:10](=[O:12])[CH3:11])=[CH:9][C:4]=2[O:3][CH2:2]1.[BH4-].[Na+].CC(=O)OCC.